This data is from Catalyst prediction with 721,799 reactions and 888 catalyst types from USPTO. The task is: Predict which catalyst facilitates the given reaction. Reactant: [CH3:1][C:2]1[CH:7]=[CH:6][N:5]2[C:8]([C:11]3[CH:20]=[CH:19][C:18]4[C:13](=[C:14]([OH:21])[CH:15]=[CH:16][CH:17]=4)[N:12]=3)=[N:9][N:10]=[C:4]2[CH:3]=1.[F:22][C@H:23]1[C@H:29](OS(C2C=CC([N+]([O-])=O)=CC=2)(=O)=O)[CH2:28][CH2:27][N:26]([C:43]([O:45][C:46]([CH3:49])([CH3:48])[CH3:47])=[O:44])[CH2:25][CH2:24]1.C(N=C(N(C)C)N(C)C)(C)(C)C. Product: [F:22][C@H:23]1[C@@H:29]([O:21][C:14]2[CH:15]=[CH:16][CH:17]=[C:18]3[C:13]=2[N:12]=[C:11]([C:8]2[N:5]4[CH:6]=[CH:7][C:2]([CH3:1])=[CH:3][C:4]4=[N:10][N:9]=2)[CH:20]=[CH:19]3)[CH2:28][CH2:27][N:26]([C:43]([O:45][C:46]([CH3:49])([CH3:48])[CH3:47])=[O:44])[CH2:25][CH2:24]1. The catalyst class is: 23.